From a dataset of Forward reaction prediction with 1.9M reactions from USPTO patents (1976-2016). Predict the product of the given reaction. Given the reactants [CH2:1]([NH:9][CH2:10][CH2:11][C:12]([C:17]1[CH:22]=[CH:21][CH:20]=[CH:19][CH:18]=1)([OH:16])[CH2:13][CH:14]=[CH2:15])[CH2:2][C:3]1[CH:8]=[CH:7][CH:6]=[CH:5][CH:4]=1.CCN(CC)CC.Cl[C:31](Cl)([O:33]C(=O)OC(Cl)(Cl)Cl)Cl, predict the reaction product. The product is: [CH2:13]([C:12]1([C:17]2[CH:18]=[CH:19][CH:20]=[CH:21][CH:22]=2)[O:16][C:31](=[O:33])[N:9]([CH2:1][CH2:2][C:3]2[CH:8]=[CH:7][CH:6]=[CH:5][CH:4]=2)[CH2:10][CH2:11]1)[CH:14]=[CH2:15].